From a dataset of Catalyst prediction with 721,799 reactions and 888 catalyst types from USPTO. Predict which catalyst facilitates the given reaction. Reactant: [NH2:1][C:2]1[CH:7]=[CH:6][CH:5]=[CH:4][C:3]=1[NH:8][S:9]([C:12]1[S:16][C:15]2[CH:17]=[CH:18][CH:19]=[CH:20][C:14]=2[CH:13]=1)(=[O:11])=[O:10].CS([C:25]1[CH:26]=[CH:27][C:28]([O:35][CH3:36])=[C:29]([S:31](Cl)(=[O:33])=[O:32])[CH:30]=1)(=O)=O. Product: [CH3:12][S:9]([C:26]1[CH:25]=[CH:30][C:29]([S:31]([NH:1][C:2]2[CH:7]=[CH:6][CH:5]=[CH:4][C:3]=2[NH:8][S:9]([C:12]2[S:16][C:15]3[CH:17]=[CH:18][CH:19]=[CH:20][C:14]=3[CH:13]=2)(=[O:11])=[O:10])(=[O:32])=[O:33])=[C:28]([O:35][CH3:36])[CH:27]=1)(=[O:11])=[O:10]. The catalyst class is: 202.